The task is: Predict the reaction yield, written as a fraction of the theoretical maximum amount of product (1.0 means a 100% yield; for example, 0.34 means a 34% yield).. This data is from Reaction yield outcomes from USPTO patents with 853,638 reactions. (1) The reactants are [C:1]([O:5][C:6](=[O:10])[C@H:7]([CH3:9])[NH2:8])([CH3:4])([CH3:3])[CH3:2].[CH2:11]1[CH2:17][S:14](=[O:16])(=[O:15])[O:13][CH2:12]1. The catalyst is O1CCCC1. The product is [C:1]([O:5][C:6](=[O:10])[C@@H:7]([NH:8][CH2:12][CH2:11][CH2:17][S:14]([OH:16])(=[O:15])=[O:13])[CH3:9])([CH3:4])([CH3:3])[CH3:2]. The yield is 0.540. (2) The reactants are [CH2:1]([C:3]1[CH:8]=[CH:7][C:6]([S:9][CH2:10][CH2:11][NH2:12])=[CH:5][CH:4]=1)[CH3:2].[CH3:13][O:14][C:15](=[O:28])[C:16]1[CH:21]=[C:20]([S:22](Cl)(=[O:24])=[O:23])[CH:19]=[C:18]([CH3:26])[C:17]=1[CH3:27].N1C=CC=CC=1.C(N(CC)CC)C. The catalyst is O1CCCC1.C(OCC)(=O)C.CN(C)C=O. The product is [CH3:13][O:14][C:15](=[O:28])[C:16]1[CH:21]=[C:20]([S:22](=[O:23])(=[O:24])[NH:12][CH2:11][CH2:10][S:9][C:6]2[CH:7]=[CH:8][C:3]([CH2:1][CH3:2])=[CH:4][CH:5]=2)[CH:19]=[C:18]([CH3:26])[C:17]=1[CH3:27]. The yield is 0.860.